Dataset: Forward reaction prediction with 1.9M reactions from USPTO patents (1976-2016). Task: Predict the product of the given reaction. (1) Given the reactants [OH:1][C:2]1[CH:7]=[C:6](O)[CH:5]=[CH:4][N:3]=1.[F:9][C:10]([F:20])([F:19])[C:11]1[CH:12]=[C:13]([NH:17]N)[CH:14]=[CH:15][CH:16]=1.C1(C)C=CC=CC=1, predict the reaction product. The product is: [F:9][C:10]([F:19])([F:20])[C:11]1[CH:16]=[CH:15][C:14]2[C:7]3[C:2]([OH:1])=[N:3][CH:4]=[CH:5][C:6]=3[NH:17][C:13]=2[CH:12]=1. (2) Given the reactants [N:1]1([CH:6]2[CH2:11][CH2:10][CH2:9][CH2:8][C:7]2=[O:12])[CH:5]=[N:4][CH:3]=[N:2]1.[Br:13][C:14]1[CH:19]=[CH:18][C:17](Br)=[CH:16][CH:15]=1, predict the reaction product. The product is: [Br:13][C:14]1[CH:19]=[CH:18][C:17]([C:7]2([OH:12])[CH2:8][CH2:9][CH2:10][CH2:11][CH:6]2[N:1]2[CH:5]=[N:4][CH:3]=[N:2]2)=[CH:16][CH:15]=1. (3) Given the reactants [Cl:1][C:2]1[CH:3]=[C:4]2[C:9](=[C:10](F)[CH:11]=1)[N:8]=[CH:7][CH:6]=[CH:5]2.C[O:14][CH:15]1[CH2:20][CH2:19][N:18]([C:21]([O:23][C:24]([CH3:27])([CH3:26])[CH3:25])=[O:22])[CH2:17][CH2:16]1.CC(C)([O-])C.[Na+].CN1C(=O)CCC1, predict the reaction product. The product is: [Cl:1][C:2]1[CH:3]=[C:4]2[C:9](=[C:10]([O:14][CH:15]3[CH2:16][CH2:17][N:18]([C:21]([O:23][C:24]([CH3:27])([CH3:26])[CH3:25])=[O:22])[CH2:19][CH2:20]3)[CH:11]=1)[N:8]=[CH:7][CH:6]=[CH:5]2. (4) Given the reactants [OH:1][CH:2]1[CH2:6][CH2:5][CH2:4][C:3]1([CH2:12][CH2:13][CH3:14])[C:7]([O:9][CH2:10][CH3:11])=[O:8].C(Cl)Cl.[CH3:18][C:19]1[CH:27]=[CH:26][C:22]([C:23](Cl)=[O:24])=[CH:21][CH:20]=1, predict the reaction product. The product is: [CH2:12]([C:3]1([C:7]([O:9][CH2:10][CH3:11])=[O:8])[CH2:4][CH2:5][CH2:6][CH:2]1[O:1][C:23](=[O:24])[C:22]1[CH:26]=[CH:27][C:19]([CH3:18])=[CH:20][CH:21]=1)[CH2:13][CH3:14]. (5) Given the reactants [CH3:1][O:2][C:3]1[CH:4]=[C:5]2[C:10](=[C:11]([NH2:13])[CH:12]=1)[N:9]=[CH:8][CH:7]=[CH:6]2.[Cl:14][C:15]1[CH:20]=[C:19]([Cl:21])[CH:18]=[CH:17][C:16]=1[S:22](Cl)(=[O:24])=[O:23], predict the reaction product. The product is: [Cl:14][C:15]1[CH:20]=[C:19]([Cl:21])[CH:18]=[CH:17][C:16]=1[S:22]([NH:13][C:11]1[CH:12]=[C:3]([O:2][CH3:1])[CH:4]=[C:5]2[C:10]=1[N:9]=[CH:8][CH:7]=[CH:6]2)(=[O:24])=[O:23]. (6) Given the reactants [CH:1]1([C:4](N)=O)[CH2:3][CH2:2]1.F[B-](F)(F)F.C([O+](CC)CC)C.[NH2:19][C:20]1[C:21]([NH:29][C@@H:30]2[CH2:35][O:34][C@@H:33]([CH2:36][OH:37])[CH2:32][CH2:31]2)=[C:22]2[S:28][CH:27]=[CH:26][C:23]2=[N:24][CH:25]=1, predict the reaction product. The product is: [CH:1]1([C:4]2[N:29]([C@@H:30]3[CH2:35][O:34][C@@H:33]([CH2:36][OH:37])[CH2:32][CH2:31]3)[C:21]3=[C:22]4[S:28][CH:27]=[CH:26][C:23]4=[N:24][CH:25]=[C:20]3[N:19]=2)[CH2:3][CH2:2]1.